Dataset: Reaction yield outcomes from USPTO patents with 853,638 reactions. Task: Predict the reaction yield, written as a fraction of the theoretical maximum amount of product (1.0 means a 100% yield; for example, 0.34 means a 34% yield). (1) The reactants are Br[CH2:2][CH2:3][C:4]1[CH:9]=[CH:8][C:7]([F:10])=[CH:6][CH:5]=1.[NH:11]1[C:15](=[O:16])[CH2:14][CH2:13][C:12]1=[O:17].C(=O)([O-])[O-].[K+].[K+].[I-].[Na+]. The catalyst is CN(C)C=O. The product is [F:10][C:7]1[CH:8]=[CH:9][C:4]([CH2:3][CH2:2][N:11]2[C:15](=[O:16])[CH2:14][CH2:13][C:12]2=[O:17])=[CH:5][CH:6]=1. The yield is 0.700. (2) The reactants are [CH3:1][N:2](C)[CH:3]=[O:4].[C:6](Cl)(=[O:10])C(Cl)=O.[ClH:12].[CH3:13]NOC.C([N:19]([CH2:22][CH3:23])[CH2:20][CH3:21])C. The catalyst is ClCCl. The product is [Cl:12][C:22]1[CH:23]=[CH:13][C:21]([C:3]([N:2]([O:10][CH3:6])[CH3:1])=[O:4])=[CH:20][N:19]=1. The yield is 0.960. (3) The reactants are [CH3:1][C:2]1[N:6]=[C:5]([CH:7]2[CH2:12][CH2:11][N:10](C(OC(C)(C)C)=O)[CH2:9][CH2:8]2)[O:4][N:3]=1.[C:20]([Cl:23])(=O)[CH3:21]. The catalyst is CO. The product is [ClH:23].[CH2:1]([C:2]1[N:6]=[C:5]([CH:7]2[CH2:8][CH2:9][NH:10][CH2:11][CH2:12]2)[O:4][N:3]=1)[C:21]1[CH:20]=[CH:9][CH:8]=[CH:7][CH:5]=1. The yield is 0.550. (4) The reactants are [CH2:1]([Li])[CH2:2][CH2:3][CH3:4].[Br:6][C:7]1[CH:11]=[CH:10][S:9][CH:8]=1.[N:12]12[CH2:19][CH2:18][C:15]([C:20]([O:22]CC)=O)([CH2:16][CH2:17]1)[CH2:14][CH2:13]2. The catalyst is C(OCC)C.C1COCC1.CCOCC.CS(C)=O. The product is [Br-:6].[CH2:1]([N+:12]12[CH2:13][CH2:14][C:15]([C:20]([OH:22])([C:7]3[CH:11]=[CH:10][S:9][CH:8]=3)[C:7]3[CH:11]=[CH:10][S:9][CH:8]=3)([CH2:16][CH2:17]1)[CH2:18][CH2:19]2)[CH2:2][CH2:3][CH3:4]. The yield is 0.0940. (5) The reactants are [N:1]1[CH:6]=[CH:5][CH:4]=[CH:3][C:2]=1[C:7]1[N:11]=[C:10]([C:12]2[CH:17]=[C:16]([C:18]#[N:19])[CH:15]=[C:14](Br)[CH:13]=2)[O:9][N:8]=1.[F:21][C:22]1[CH:23]=[C:24](B(O)O)[CH:25]=[CH:26][CH:27]=1.COCCOC.C(=O)([O-])[O-].[Na+].[Na+]. The catalyst is C1C=CC([P]([Pd]([P](C2C=CC=CC=2)(C2C=CC=CC=2)C2C=CC=CC=2)([P](C2C=CC=CC=2)(C2C=CC=CC=2)C2C=CC=CC=2)[P](C2C=CC=CC=2)(C2C=CC=CC=2)C2C=CC=CC=2)(C2C=CC=CC=2)C2C=CC=CC=2)=CC=1.C(OCC)C.CCCCCC.C(OCC)(=O)C.ClCCl. The product is [N:1]1[CH:6]=[CH:5][CH:4]=[CH:3][C:2]=1[C:7]1[N:11]=[C:10]([C:12]2[CH:13]=[C:14]([C:26]3[CH:25]=[CH:24][CH:23]=[C:22]([F:21])[CH:27]=3)[CH:15]=[C:16]([C:18]#[N:19])[CH:17]=2)[O:9][N:8]=1. The yield is 0.360. (6) The reactants are Cl[C:2]1[N:7]=[C:6]([O:8][CH3:9])[C:5]([F:10])=[CH:4][N:3]=1.[CH3:11][C:12]1[CH:13]=[C:14]([CH:16]=[C:17]([B:19]2[O:23][C:22]([CH3:25])([CH3:24])[C:21]([CH3:27])([CH3:26])[O:20]2)[CH:18]=1)[NH2:15].O1CCOCC1.CS(O)(=O)=O. The catalyst is C(OCC)(=O)C. The product is [F:10][C:5]1[C:6]([O:8][CH3:9])=[N:7][C:2]([NH:15][C:14]2[CH:16]=[C:17]([B:19]3[O:23][C:22]([CH3:24])([CH3:25])[C:21]([CH3:27])([CH3:26])[O:20]3)[CH:18]=[C:12]([CH3:11])[CH:13]=2)=[N:3][CH:4]=1. The yield is 0.500. (7) The reactants are [Br:1][C:2]1[CH:3]=[N:4][CH:5]=[C:6](Br)[CH:7]=1.C([O-])([O-])=O.[K+].[K+].[CH3:15][N:16](Cl)[CH3:17]. The catalyst is CN(C=O)C. The product is [Br:1][C:2]1[CH:7]=[C:6]([N:16]([CH3:17])[CH3:15])[CH:5]=[N:4][CH:3]=1. The yield is 0.880.